From a dataset of Forward reaction prediction with 1.9M reactions from USPTO patents (1976-2016). Predict the product of the given reaction. (1) Given the reactants [CH3:1][O:2][CH2:3][C:4]1[N:9]=[CH:8][C:7]([O:10][C:11]2[CH:12]=[C:13]3[C:17](=[C:18]([O:20][CH:21]([CH3:23])[CH3:22])[CH:19]=2)[NH:16][C:15]([C:24]([O:26]CC)=[O:25])=[CH:14]3)=[CH:6][CH:5]=1.[OH-].[Na+].O1CCCC1.Cl, predict the reaction product. The product is: [CH3:1][O:2][CH2:3][C:4]1[N:9]=[CH:8][C:7]([O:10][C:11]2[CH:12]=[C:13]3[C:17](=[C:18]([O:20][CH:21]([CH3:23])[CH3:22])[CH:19]=2)[NH:16][C:15]([C:24]([OH:26])=[O:25])=[CH:14]3)=[CH:6][CH:5]=1. (2) Given the reactants [Cl:1][C:2]1[C:7]2[S:8][C:9]([C:11]([O:13]C)=[O:12])=[CH:10][C:6]=2[CH:5]=[C:4]([C:15]([F:18])([F:17])[F:16])[CH:3]=1.O.[OH-].[Li+].O, predict the reaction product. The product is: [Cl:1][C:2]1[C:7]2[S:8][C:9]([C:11]([OH:13])=[O:12])=[CH:10][C:6]=2[CH:5]=[C:4]([C:15]([F:18])([F:16])[F:17])[CH:3]=1. (3) The product is: [CH3:1][O:2][C:3](=[O:17])[CH2:4][CH2:5][C:6]([C:8]1[CH:13]=[CH:12][C:11]([O:15][CH:19]2[CH2:20][CH2:21][CH2:22][CH2:23][O:18]2)=[CH:10][C:9]=1[OH:16])=[O:7]. Given the reactants [CH3:1][O:2][C:3](=[O:17])[CH2:4][CH2:5][C:6]([C:8]1[C:13](C)=[CH:12][C:11]([OH:15])=[CH:10][C:9]=1[OH:16])=[O:7].[O:18]1[CH:23]=[CH:22][CH2:21][CH2:20][CH2:19]1, predict the reaction product. (4) Given the reactants C(O[C:4]([C:6]1[CH:11]=[C:10]([C:12]2[CH:17]=[C:16]([F:18])[CH:15]=[C:14]([F:19])[CH:13]=2)[CH:9]=[C:8]([CH3:20])[N:7]=1)=[O:5])C.[Cl:21][C:22]1[CH:27]=[CH:26][N:25]=[C:24]([NH2:28])[N:23]=1, predict the reaction product. The product is: [Cl:21][C:22]1[CH:27]=[CH:26][N:25]=[C:24]([NH:28][C:4]([C:6]2[CH:11]=[C:10]([C:12]3[CH:13]=[C:14]([F:19])[CH:15]=[C:16]([F:18])[CH:17]=3)[CH:9]=[C:8]([CH3:20])[N:7]=2)=[O:5])[N:23]=1.